Predict the reaction yield, written as a fraction of the theoretical maximum amount of product (1.0 means a 100% yield; for example, 0.34 means a 34% yield). From a dataset of Reaction yield outcomes from USPTO patents with 853,638 reactions. (1) The reactants are [C:1]([O-:4])([O-:3])=O.[K+].[K+].[NH:7]1[CH2:12][CH2:11][CH2:10][CH2:9][CH2:8]1.[C:13](Cl)([O:15][CH2:16][C:17]1[CH:22]=[CH:21][CH:20]=[CH:19][CH:18]=1)=[O:14].[CH2:24]1COC[CH2:25]1.O. No catalyst specified. The product is [CH2:24]([O:3][C:1]([C@@H:9]1[CH2:10][CH2:11][CH2:12][N:7]([C:13]([O:15][CH2:16][C:17]2[CH:22]=[CH:21][CH:20]=[CH:19][CH:18]=2)=[O:14])[CH2:8]1)=[O:4])[CH3:25]. The yield is 1.00. (2) The yield is 0.990. The product is [CH2:6]([O:24][CH2:25][CH2:26][O:27][CH2:28][CH2:29][OH:30])[C:5]#[CH:10].[CH2:19]([OH:20])[C@H:8]1[O:7][C@H:6]([O-:24])[C@@H:5]([OH:4])[C@@H:10]([OH:11])[C@@H:9]1[OH:15]. The catalyst is CO. The reactants are C([O:4][C@H:5]1[C@@H:10]([O:11]C(=O)C)[C@H:9]([O:15]C(=O)C)[C@@H:8]([CH2:19][O:20]C(=O)C)[O:7][C@@H:6]1[O:24][CH2:25][CH2:26][O:27][CH2:28][CH2:29][O:30]CC#C)(=O)C.C[O-].[Na+]. (3) The reactants are Br[C:2]1[CH:3]=[C:4]([NH:8][C:9]2[C:18]3[C:13](=[CH:14][CH:15]=[CH:16][CH:17]=3)[N:12]=[C:11]([CH3:19])[CH:10]=2)[CH:5]=[CH:6][CH:7]=1.[C:20]([O-:23])(O)=O.[Na+]. The catalyst is C1(C)C=CC=CC=1.CCO. The product is [CH3:19][C:11]1[CH:10]=[C:9]([NH:8][C:4]2[CH:3]=[C:2]([C:2]3[CH:3]=[CH:4][CH:5]=[C:6]([CH:20]=[O:23])[CH:7]=3)[CH:7]=[CH:6][CH:5]=2)[C:18]2[C:13](=[CH:14][CH:15]=[CH:16][CH:17]=2)[N:12]=1. The yield is 0.689. (4) The reactants are C([O-])([O-])=O.[K+].[K+].[C:7]1([S:13]([CH2:16][CH2:17][SH:18])(=[O:15])=[O:14])[CH:12]=[CH:11][CH:10]=[CH:9][CH:8]=1.Cl[C:20]1[C:29]([C:30]([OH:32])=[O:31])=[CH:28][C:27]2[C:22](=[CH:23][CH:24]=[C:25]([C:33]([F:36])([F:35])[F:34])[CH:26]=2)[N:21]=1. The catalyst is CC(C)=O. The product is [C:7]1([S:13]([CH2:16][CH2:17][S:18][C:20]2[C:29]([C:30]([OH:32])=[O:31])=[CH:28][C:27]3[C:22](=[CH:23][CH:24]=[C:25]([C:33]([F:34])([F:36])[F:35])[CH:26]=3)[N:21]=2)(=[O:15])=[O:14])[CH:8]=[CH:9][CH:10]=[CH:11][CH:12]=1. The yield is 0.720.